Dataset: Forward reaction prediction with 1.9M reactions from USPTO patents (1976-2016). Task: Predict the product of the given reaction. (1) Given the reactants [Cl:1][C:2]1[CH:10]=[N:9][CH:8]=[CH:7][C:3]=1C(O)=O.C1(P(N=[N+]=[N-])(C2C=CC=CC=2)=[O:18])C=CC=CC=1.C([N:30]([CH2:33]C)CC)C.[C:35]([OH:39])([CH3:38])([CH3:37])[CH3:36], predict the reaction product. The product is: [C:35]([O:39][C:33](=[O:18])[NH:30][C:3]1[CH:7]=[CH:8][N:9]=[CH:10][C:2]=1[Cl:1])([CH3:38])([CH3:37])[CH3:36]. (2) Given the reactants [CH2:1]([N:3]1[CH:7]=[C:6](I)[CH:5]=[N:4]1)[CH3:2].C([Mg]Cl)(C)C.CON(C)[C:17]([C:19]1[O:20][C:21]([CH3:24])=[N:22][N:23]=1)=[O:18], predict the reaction product. The product is: [CH3:24][C:21]1[O:20][C:19]([C:17]([C:6]2[CH:5]=[N:4][N:3]([CH2:1][CH3:2])[CH:7]=2)=[O:18])=[N:23][N:22]=1. (3) Given the reactants OC(C(F)(F)F)=O.[F:8][C:9]([F:26])([F:25])[O:10][C:11]1[CH:12]=[C:13]([NH:17][C:18]([C@@H:20]2[CH2:24][CH2:23][CH2:22][NH:21]2)=[O:19])[CH:14]=[CH:15][CH:16]=1.[C:27]([N:30]1[C:38]2[C:33](=[CH:34][CH:35]=[CH:36][CH:37]=2)[C:32]([CH2:39][C:40](O)=[O:41])=[CH:31]1)(=[O:29])[NH2:28].CN(C(ON1N=NC2C=CC=CC1=2)=[N+](C)C)C.F[P-](F)(F)(F)(F)F.CCN(C(C)C)C(C)C.Cl, predict the reaction product. The product is: [F:26][C:9]([F:25])([F:8])[O:10][C:11]1[CH:12]=[C:13]([NH:17][C:18]([C@@H:20]2[CH2:24][CH2:23][CH2:22][N:21]2[C:40](=[O:41])[CH2:39][C:32]2[C:33]3[C:38](=[CH:37][CH:36]=[CH:35][CH:34]=3)[N:30]([C:27]([NH2:28])=[O:29])[CH:31]=2)=[O:19])[CH:14]=[CH:15][CH:16]=1. (4) Given the reactants Cl[C:2]1[C:7]([C:8]2[CH:9]=[N:10][CH:11]=[C:12]([F:14])[CH:13]=2)=[CH:6][C:5]([C:15]([NH:17][C:18]2[CH:23]=[CH:22][C:21]([O:24][C:25]([F:28])([F:27])[F:26])=[CH:20][CH:19]=2)=[O:16])=[CH:4][N:3]=1.[CH3:29][N:30]([CH3:35])[CH:31]1[CH2:34][NH:33][CH2:32]1, predict the reaction product. The product is: [CH3:29][N:30]([CH3:35])[CH:31]1[CH2:34][N:33]([C:2]2[C:7]([C:8]3[CH:9]=[N:10][CH:11]=[C:12]([F:14])[CH:13]=3)=[CH:6][C:5]([C:15]([NH:17][C:18]3[CH:23]=[CH:22][C:21]([O:24][C:25]([F:27])([F:28])[F:26])=[CH:20][CH:19]=3)=[O:16])=[CH:4][N:3]=2)[CH2:32]1. (5) Given the reactants [Cl:1][C:2]1[N:7]=[C:6]([NH:8][C:9]2([C:12]([O:14]C)=[O:13])[CH2:11][CH2:10]2)[C:5]([Cl:16])=[CH:4][N:3]=1.O[Li].O.Cl, predict the reaction product. The product is: [Cl:1][C:2]1[N:7]=[C:6]([NH:8][C:9]2([C:12]([OH:14])=[O:13])[CH2:10][CH2:11]2)[C:5]([Cl:16])=[CH:4][N:3]=1. (6) Given the reactants [F:1][C:2]1[CH:3]=[C:4]([C:9]#[C:10][C:11]2[CH:12]=[C:13]3[C:19]([NH:20][C:21](=[O:42])[C:22]4[CH:27]=[CH:26][C:25]([N:28]5[CH2:33][CH2:32][N:31]([CH3:34])[CH2:30][CH2:29]5)=[CH:24][C:23]=4[NH:35][CH:36]4[CH2:41][CH2:40][O:39][CH2:38][CH2:37]4)=[N:18][NH:17][C:14]3=[N:15][CH:16]=2)[CH:5]=[C:6]([F:8])[CH:7]=1, predict the reaction product. The product is: [F:1][C:2]1[CH:3]=[C:4]([CH:5]=[C:6]([F:8])[CH:7]=1)[CH2:9][CH2:10][C:11]1[CH:12]=[C:13]2[C:19]([NH:20][C:21](=[O:42])[C:22]3[CH:27]=[CH:26][C:25]([N:28]4[CH2:33][CH2:32][N:31]([CH3:34])[CH2:30][CH2:29]4)=[CH:24][C:23]=3[NH:35][CH:36]3[CH2:37][CH2:38][O:39][CH2:40][CH2:41]3)=[N:18][NH:17][C:14]2=[N:15][CH:16]=1. (7) Given the reactants C([O-])=O.[NH4+].[CH3:5][N:6]1[CH2:12][CH2:11][CH2:10][C:9]2[CH:13]=[CH:14][C:15]([N+:17]([O-])=O)=[CH:16][C:8]=2[CH2:7]1, predict the reaction product. The product is: [CH3:5][N:6]1[CH2:12][CH2:11][CH2:10][C:9]2[CH:13]=[CH:14][C:15]([NH2:17])=[CH:16][C:8]=2[CH2:7]1. (8) Given the reactants [C:1](Cl)(=[O:10])[O:2][C:3]1[CH:8]=[CH:7][C:6]([F:9])=[CH:5][CH:4]=1.[CH3:12][C:13]1([OH:17])[CH2:16][O:15][CH2:14]1, predict the reaction product. The product is: [C:1](=[O:10])([O:17][C:13]1([CH3:12])[CH2:16][O:15][CH2:14]1)[O:2][C:3]1[CH:8]=[CH:7][C:6]([F:9])=[CH:5][CH:4]=1.